Dataset: Forward reaction prediction with 1.9M reactions from USPTO patents (1976-2016). Task: Predict the product of the given reaction. (1) The product is: [Cl:2][C:3]1[C:4]([O:15][CH2:16][CH2:17][NH:18][CH2:24][C:20]2[S:19][CH:23]=[CH:22][CH:21]=2)=[CH:5][CH:6]=[C:7]2[C:12]=1[CH:11]=[CH:10][C:9]([C:13]#[N:14])=[CH:8]2. Given the reactants [Cl-].[Cl:2][C:3]1[C:12]2[C:7](=[CH:8][C:9]([C:13]#[N:14])=[CH:10][CH:11]=2)[CH:6]=[CH:5][C:4]=1[O:15][CH2:16][CH2:17][NH3+:18].[S:19]1[CH:23]=[CH:22][CH:21]=[C:20]1[CH:24]=O, predict the reaction product. (2) Given the reactants O[CH:2]1[C:11]2[C:6](=[CH:7][CH:8]=[C:9]([O:12][CH3:13])[CH:10]=2)[CH2:5][N:4]([C:14]([O:16][C:17]([CH3:20])([CH3:19])[CH3:18])=[O:15])[CH2:3]1.C1(P(C2C=CC=CC=2)C2C=CC=CC=2)C=CC=CC=1.[C:40]1(=[O:50])[NH:44][C:43](=[O:45])[C:42]2=[CH:46][CH:47]=[CH:48][CH:49]=[C:41]12.N(C(OC(C)C)=O)=NC(OC(C)C)=O, predict the reaction product. The product is: [O:45]=[C:43]1[C:42]2[C:41](=[CH:49][CH:48]=[CH:47][CH:46]=2)[C:40](=[O:50])[N:44]1[CH:2]1[C:11]2[C:6](=[CH:7][CH:8]=[C:9]([O:12][CH3:13])[CH:10]=2)[CH2:5][N:4]([C:14]([O:16][C:17]([CH3:20])([CH3:19])[CH3:18])=[O:15])[CH2:3]1. (3) Given the reactants [C:1]([O:5][C:6](=[O:15])[NH:7][C:8]1[CH:13]=[CH:12][C:11]([OH:14])=[CH:10][CH:9]=1)([CH3:4])([CH3:3])[CH3:2].Br[CH:17]1[CH2:21][CH2:20][O:19][C:18]1=[O:22].C([O-])([O-])=O.[K+].[K+], predict the reaction product. The product is: [NH2:7][C:8]1[CH:9]=[CH:10][C:11]([O:14][CH:17]2[CH2:21][CH2:20][O:19][C:18]2=[O:22])=[CH:12][CH:13]=1.[O:22]=[C:18]1[CH:17]([O:14][C:11]2[CH:10]=[CH:9][C:8]([NH:7][C:6](=[O:15])[O:5][C:1]([CH3:4])([CH3:2])[CH3:3])=[CH:13][CH:12]=2)[CH2:21][CH2:20][O:19]1. (4) Given the reactants C(Cl)CCl.C1C=CC2N(O)N=NC=2C=1.[NH:15]([CH2:18][CH3:19])[CH2:16][CH3:17].CCN(CC)CC.[CH2:27]([O:29][C:30]1[C:31]([C:58]([OH:60])=O)=[N:32][C:33]([C:42]2[CH:47]=[CH:46][C:45]([NH:48][C:49]([NH:51][C:52]3[CH:57]=[CH:56][CH:55]=[CH:54][CH:53]=3)=[O:50])=[CH:44][CH:43]=2)=[N:34][C:35]=1[N:36]1[CH2:41][CH2:40][O:39][CH2:38][CH2:37]1)[CH3:28], predict the reaction product. The product is: [CH2:16]([N:15]([CH2:18][CH3:19])[C:58]([C:31]1[C:30]([O:29][CH2:27][CH3:28])=[C:35]([N:36]2[CH2:41][CH2:40][O:39][CH2:38][CH2:37]2)[N:34]=[C:33]([C:42]2[CH:47]=[CH:46][C:45]([NH:48][C:49]([NH:51][C:52]3[CH:53]=[CH:54][CH:55]=[CH:56][CH:57]=3)=[O:50])=[CH:44][CH:43]=2)[N:32]=1)=[O:60])[CH3:17]. (5) Given the reactants [Br:1][C:2]1[CH:11]=[CH:10][CH:9]=[C:8]2[C:3]=1[CH:4]=[CH:5][C:6](Cl)=[N:7]2.[CH3:13][O-:14].[Na+], predict the reaction product. The product is: [Br:1][C:2]1[CH:11]=[CH:10][CH:9]=[C:8]2[C:3]=1[CH:4]=[CH:5][C:6]([O:14][CH3:13])=[N:7]2. (6) Given the reactants [OH:1][C:2]([C:4](F)(F)F)=O.O[C:9](C(F)(F)F)=O.[OH:15][C:16]1[CH:17]=[CH:18][C:19]2[C:20]3[N:21]([CH2:37][CH2:38][N:39]=3)[C:22]([NH:28][C:29](=[O:36])[C:30]3[CH:35]=[CH:34][CH:33]=[N:32][CH:31]=3)=[N:23][C:24]=2[C:25]=1[O:26][CH3:27].[C:40]([O-:43])([O-])=O.[Cs+].[Cs+].[CH3:46][N:47]([CH:49]=O)[CH3:48], predict the reaction product. The product is: [OH:1][C@@H:2]([CH2:49][N:47]1[CH2:46][CH2:40][O:43][CH2:9][CH2:48]1)[CH2:4][O:15][C:16]1[CH:17]=[CH:18][C:19]2[C:20]3[N:21]([CH2:37][CH2:38][N:39]=3)[C:22]([NH:28][C:29]([C:30]3[CH:31]=[N:32][CH:33]=[CH:34][CH:35]=3)=[O:36])=[N:23][C:24]=2[C:25]=1[O:26][CH3:27].